Predict the reactants needed to synthesize the given product. From a dataset of Retrosynthesis with 50K atom-mapped reactions and 10 reaction types from USPTO. (1) Given the product Brc1ccc(-c2ccc(N(c3ccccc3)c3ccccc3)cc2)cc1, predict the reactants needed to synthesize it. The reactants are: Brc1ccc(-c2ccc(I)cc2)cc1.c1ccc(Nc2ccccc2)cc1. (2) The reactants are: C=CCOC(=O)C(N1C(=O)[C@@H]([C@@H](CO[SiH](C)C)C(C)(C)C)[C@H]1[C@@H](C)C(C)=O)=P(c1ccccc1)(c1ccccc1)c1ccccc1.C=CCOC(=O)N1CCC[C@H]1C=O. Given the product C=CCOC(=O)C(N1C(=O)[C@@H]([C@@H](CO[SiH](C)C)C(C)(C)C)[C@H]1[C@@H](C)C(=O)CC(O)[C@@H]1CCCN1C(=O)OCC=C)=P(c1ccccc1)(c1ccccc1)c1ccccc1, predict the reactants needed to synthesize it. (3) Given the product CCCc1ccc(-c2ccc(Br)cc2F)cc1, predict the reactants needed to synthesize it. The reactants are: CCC(=O)c1ccc(-c2ccc(Br)cc2F)cc1. (4) Given the product O=CNCCCOc1cccc(CN2CCCCC2)c1, predict the reactants needed to synthesize it. The reactants are: NCCCOc1cccc(CN2CCCCC2)c1.O=C[O-].